Dataset: Full USPTO retrosynthesis dataset with 1.9M reactions from patents (1976-2016). Task: Predict the reactants needed to synthesize the given product. (1) Given the product [NH2:13][CH2:12][C:11]1[CH:14]=[CH:15][C:8]([NH:7][CH:1]2[CH2:2][CH2:3][CH2:4][CH2:5][CH2:6]2)=[N:9][CH:10]=1, predict the reactants needed to synthesize it. The reactants are: [CH:1]1([NH:7][C:8]2[CH:15]=[CH:14][C:11]([C:12]#[N:13])=[CH:10][N:9]=2)[CH2:6][CH2:5][CH2:4][CH2:3][CH2:2]1.[H][H]. (2) Given the product [CH:39]1([NH:35][C:12](=[O:14])[C:11]2[CH:16]=[CH:17][C:18]([CH3:19])=[C:9]([N:4]3[CH:5]=[CH:6][N:7]=[C:2]([NH:21][CH2:22][CH2:23][C:24]4[CH:29]=[CH:28][C:27]([O:30][CH2:47][CH2:46][N:48]5[CH2:51][CH2:52][CH2:50][CH2:49]5)=[CH:26][CH:25]=4)[C:3]3=[O:20])[CH:10]=2)[CH2:37][CH2:38]1, predict the reactants needed to synthesize it. The reactants are: Br[C:2]1[C:3](=[O:20])[N:4]([C:9]2[CH:10]=[C:11]([CH:16]=[CH:17][C:18]=2[CH3:19])[C:12]([O:14]C)=O)[CH:5]=[C:6](Br)[N:7]=1.[NH2:21][CH2:22][CH2:23][C:24]1[CH:29]=[CH:28][C:27]([OH:30])=[CH:26][CH:25]=1.Cl.ClCC[N:35]1[CH2:39][CH2:38][CH2:37]C1.C(=O)([O-])[O-].[Cs+].[Cs+].[CH2:46]([N:48]([CH2:51][CH3:52])[CH2:49][CH3:50])[CH3:47]. (3) Given the product [CH3:37][CH:36]([CH3:38])[CH2:35][CH:12]([NH:11][C:9](=[O:10])[O:8][CH2:1][C:2]1[CH:7]=[CH:6][CH:5]=[CH:4][CH:3]=1)[C:13](=[O:14])[NH:15][CH:16]([CH2:27][CH2:28][C:29]1[CH:30]=[CH:31][CH:32]=[CH:33][CH:34]=1)[CH:17]([OH:18])[C:19]1[O:20][CH:21]=[C:22]([C:24](=[O:25])[NH:63][C:58]2[CH:57]=[CH:62][CH:61]=[CH:60][CH:59]=2)[N:23]=1, predict the reactants needed to synthesize it. The reactants are: [CH2:1]([O:8][C:9]([NH:11][CH:12]([CH2:35][CH:36]([CH3:38])[CH3:37])[C:13]([NH:15][CH:16]([CH2:27][CH2:28][C:29]1[CH:34]=[CH:33][CH:32]=[CH:31][CH:30]=1)[CH:17]([C:19]1[O:20][CH:21]=[C:22]([C:24](O)=[O:25])[N:23]=1)[OH:18])=[O:14])=[O:10])[C:2]1[CH:7]=[CH:6][CH:5]=[CH:4][CH:3]=1.C1CN([P+](ON2N=[N:63][C:58]3[CH:59]=[CH:60][CH:61]=[CH:62][C:57]2=3)(N2CCCC2)N2CCCC2)CC1.F[P-](F)(F)(F)(F)F.NC1C=CC=CC=1.C(N(C(C)C)CC)(C)C. (4) Given the product [CH2:1]([O:8][N:9]1[C:15](=[O:16])[N:14]2[CH2:17][C@H:10]1[CH2:11][CH2:12][C@H:13]2[C:18]([NH:22][NH:21][C:23]([CH:25]1[CH2:29][CH2:28][N:27]([C:30]([O:32][C:33]([CH3:36])([CH3:35])[CH3:34])=[O:31])[CH2:26]1)=[O:24])=[O:20])[C:2]1[CH:3]=[CH:4][CH:5]=[CH:6][CH:7]=1, predict the reactants needed to synthesize it. The reactants are: [CH2:1]([O:8][N:9]1[C:15](=[O:16])[N:14]2[CH2:17][C@H:10]1[CH2:11][CH2:12][C@H:13]2[C:18]([OH:20])=O)[C:2]1[CH:7]=[CH:6][CH:5]=[CH:4][CH:3]=1.[NH:21]([C:23]([CH:25]1[CH2:29][CH2:28][N:27]([C:30]([O:32][C:33]([CH3:36])([CH3:35])[CH3:34])=[O:31])[CH2:26]1)=[O:24])[NH2:22].ON1C2C=CC=CC=2N=N1.Cl.C(N=C=NCCCN(C)C)C. (5) The reactants are: [BH4-].[Li+].Cl[Si](C)(C)C.[NH2:8][C@@H:9]([CH2:13][C:14]1[CH:19]=[CH:18][C:17]([Cl:20])=[CH:16][C:15]=1[Cl:21])[C:10](O)=[O:11].[OH-].[Na+]. Given the product [NH2:8][C@@H:9]([CH2:13][C:14]1[CH:19]=[CH:18][C:17]([Cl:20])=[CH:16][C:15]=1[Cl:21])[CH2:10][OH:11], predict the reactants needed to synthesize it. (6) Given the product [Br:1][C:2]1[CH:3]=[C:4]([C:5]([C:16]2[CH:21]=[CH:20][CH:19]=[CH:18][CH:17]=2)([C:7]2[CH:12]=[CH:11][CH:10]=[CH:9][CH:8]=2)[OH:6])[CH:13]=[CH:14][CH:15]=1, predict the reactants needed to synthesize it. The reactants are: [Br:1][C:2]1[CH:3]=[C:4]([CH:13]=[CH:14][CH:15]=1)[C:5]([C:7]1[CH:12]=[CH:11][CH:10]=[CH:9][CH:8]=1)=[O:6].[C:16]1([Mg]Br)[CH:21]=[CH:20][CH:19]=[CH:18][CH:17]=1.Cl. (7) Given the product [CH2:7]([O:15][C:16]1[CH:17]=[C:18]([CH:21]=[CH:22][C:23]=1[O:24][CH:25]([CH3:27])[CH3:26])[CH:19]=[O:20])[C:8]1[CH:13]=[CH:12][CH:11]=[CH:10][CH:9]=1, predict the reactants needed to synthesize it. The reactants are: C(=O)([O-])[O-].[K+].[K+].[CH2:7](Cl)[C:8]1[CH:13]=[CH:12][CH:11]=[CH:10][CH:9]=1.[OH:15][C:16]1[CH:17]=[C:18]([CH:21]=[CH:22][C:23]=1[O:24][CH:25]([CH3:27])[CH3:26])[CH:19]=[O:20].Cl.